From a dataset of Forward reaction prediction with 1.9M reactions from USPTO patents (1976-2016). Predict the product of the given reaction. (1) Given the reactants C(OC([N:8]1[CH2:17][CH2:16][C:15]2[NH:14][N:13]=[C:12]([C:18]3[CH:23]=[CH:22][C:21]([Cl:24])=[CH:20][CH:19]=3)[C:11]=2[CH2:10][CH2:9]1)=O)(C)(C)C.Cl[CH2:26][CH2:27][CH2:28][CH2:29][C:30]([O:32][CH3:33])=[O:31].C(OC(N1CCC2N(CCCCC(OC)=O)N=C(C3C=CC(Cl)=CC=3)C=2CC1)=O)(C)(C)C, predict the reaction product. The product is: [CH3:33][O:32][C:30](=[O:31])[CH2:29][CH2:28][CH2:27][CH2:26][N:13]1[C:12]([C:18]2[CH:19]=[CH:20][C:21]([Cl:24])=[CH:22][CH:23]=2)=[C:11]2[C:15]([CH2:16][CH2:17][NH:8][CH2:9][CH2:10]2)=[N:14]1. (2) Given the reactants [CH3:1][Si](C=[N+]=[N-])(C)C.[C:8]([O:12][C:13]([N:15]1[CH2:34][CH2:33][C:18]2([N:22]=[C:21]([C:23]3[CH:28]=[CH:27][CH:26]=[C:25]([C:29]([OH:31])=[O:30])[CH:24]=3)[NH:20][C:19]2=[O:32])[CH2:17][CH2:16]1)=[O:14])([CH3:11])([CH3:10])[CH3:9], predict the reaction product. The product is: [C:8]([O:12][C:13]([N:15]1[CH2:16][CH2:17][C:18]2([N:22]=[C:21]([C:23]3[CH:28]=[CH:27][CH:26]=[C:25]([C:29]([O:31][CH3:1])=[O:30])[CH:24]=3)[NH:20][C:19]2=[O:32])[CH2:33][CH2:34]1)=[O:14])([CH3:11])([CH3:9])[CH3:10].